From a dataset of Reaction yield outcomes from USPTO patents with 853,638 reactions. Predict the reaction yield, written as a fraction of the theoretical maximum amount of product (1.0 means a 100% yield; for example, 0.34 means a 34% yield). The reactants are C[N:2]1[CH2:15][CH2:14][C@@:13]23[C:16]4[C:22]5[CH2:23][C@@H:3]1[C@@H:4]2[CH2:5][CH2:6][C:7]1([C@@H:12]3[O:18][C:17]=4[C:19]([C:24]#[N:25])=[CH:20][CH:21]=5)[O:11][CH2:10][CH2:9][O:8]1.N(C(OC(C)C)=O)=NC(OC(C)C)=O.CC1(C)CC(=O)CC(=O)C1.CO.Cl. The catalyst is CN(C)C=O. The product is [O:8]1[CH2:9][CH2:10][O:11][C:7]21[CH2:6][CH2:5][C@@H:4]1[C@@:13]34[C:16]5[C:22](=[CH:21][CH:20]=[C:19]([C:24]#[N:25])[C:17]=5[O:18][C@@H:12]23)[CH2:23][C@H:3]1[NH:2][CH2:15][CH2:14]4. The yield is 0.810.